From a dataset of NCI-60 drug combinations with 297,098 pairs across 59 cell lines. Regression. Given two drug SMILES strings and cell line genomic features, predict the synergy score measuring deviation from expected non-interaction effect. (1) Drug 1: C(CC(=O)O)C(=O)CN.Cl. Drug 2: CS(=O)(=O)OCCCCOS(=O)(=O)C. Cell line: UACC-257. Synergy scores: CSS=11.4, Synergy_ZIP=-3.78, Synergy_Bliss=-0.905, Synergy_Loewe=0.623, Synergy_HSA=0.0207. (2) Drug 1: C1=NC2=C(N=C(N=C2N1C3C(C(C(O3)CO)O)O)F)N. Drug 2: C1C(C(OC1N2C=NC(=NC2=O)N)CO)O. Cell line: RPMI-8226. Synergy scores: CSS=8.69, Synergy_ZIP=-1.23, Synergy_Bliss=0.0210, Synergy_Loewe=-25.1, Synergy_HSA=-6.51. (3) Cell line: SR. Synergy scores: CSS=0.106, Synergy_ZIP=-4.57, Synergy_Bliss=-11.5, Synergy_Loewe=-9.68, Synergy_HSA=-9.75. Drug 1: CN(C)C1=NC(=NC(=N1)N(C)C)N(C)C. Drug 2: CC1=C(C=C(C=C1)C(=O)NC2=CC(=CC(=C2)C(F)(F)F)N3C=C(N=C3)C)NC4=NC=CC(=N4)C5=CN=CC=C5. (4) Synergy scores: CSS=40.9, Synergy_ZIP=2.17, Synergy_Bliss=-1.10, Synergy_Loewe=-3.88, Synergy_HSA=0.675. Drug 2: CC1C(C(CC(O1)OC2CC(CC3=C2C(=C4C(=C3O)C(=O)C5=C(C4=O)C(=CC=C5)OC)O)(C(=O)CO)O)N)O.Cl. Drug 1: COC1=C2C(=CC3=C1OC=C3)C=CC(=O)O2. Cell line: 786-0. (5) Drug 2: CC(C)(C#N)C1=CC(=CC(=C1)CN2C=NC=N2)C(C)(C)C#N. Synergy scores: CSS=11.3, Synergy_ZIP=-1.68, Synergy_Bliss=3.27, Synergy_Loewe=3.52, Synergy_HSA=1.10. Cell line: SK-MEL-5. Drug 1: CCC(=C(C1=CC=CC=C1)C2=CC=C(C=C2)OCCN(C)C)C3=CC=CC=C3.C(C(=O)O)C(CC(=O)O)(C(=O)O)O. (6) Drug 1: CC1C(C(=O)NC(C(=O)N2CCCC2C(=O)N(CC(=O)N(C(C(=O)O1)C(C)C)C)C)C(C)C)NC(=O)C3=C4C(=C(C=C3)C)OC5=C(C(=O)C(=C(C5=N4)C(=O)NC6C(OC(=O)C(N(C(=O)CN(C(=O)C7CCCN7C(=O)C(NC6=O)C(C)C)C)C)C(C)C)C)N)C. Drug 2: C(CC(=O)O)C(=O)CN.Cl. Cell line: 786-0. Synergy scores: CSS=22.9, Synergy_ZIP=-8.83, Synergy_Bliss=-1.89, Synergy_Loewe=-10.8, Synergy_HSA=-1.80. (7) Drug 1: CC(C)NC(=O)C1=CC=C(C=C1)CNNC.Cl. Drug 2: C1CCC(C(C1)N)N.C(=O)(C(=O)[O-])[O-].[Pt+4]. Cell line: SK-MEL-2. Synergy scores: CSS=12.2, Synergy_ZIP=2.30, Synergy_Bliss=2.15, Synergy_Loewe=-5.53, Synergy_HSA=0.579.